Dataset: Forward reaction prediction with 1.9M reactions from USPTO patents (1976-2016). Task: Predict the product of the given reaction. Given the reactants CS(C)=O.C(Cl)(=O)C([Cl:8])=O.[CH3:11][N:12]1[C:20]2[C:15](=[CH:16][CH:17]=[CH:18][CH:19]=2)[CH:14]=[C:13]1[C:21]([NH:23][C@H:24]([C:28]([NH:30][CH:31]([CH:40]([OH:43])[CH2:41][F:42])[CH2:32][C:33]([O:35][C:36]([CH3:39])([CH3:38])[CH3:37])=[O:34])=[O:29])[CH:25]([CH3:27])[CH3:26])=[O:22].C(N(CC)CC)C, predict the reaction product. The product is: [Cl:8][C:14]1[C:15]2[C:20](=[CH:19][CH:18]=[CH:17][CH:16]=2)[N:12]([CH3:11])[C:13]=1[C:21]([NH:23][C@H:24]([C:28]([NH:30][CH:31]([C:40](=[O:43])[CH2:41][F:42])[CH2:32][C:33]([O:35][C:36]([CH3:38])([CH3:37])[CH3:39])=[O:34])=[O:29])[CH:25]([CH3:26])[CH3:27])=[O:22].